Dataset: Drug-target binding data from BindingDB using IC50 measurements. Task: Regression. Given a target protein amino acid sequence and a drug SMILES string, predict the binding affinity score between them. We predict pIC50 (pIC50 = -log10(IC50 in M); higher means more potent). Dataset: bindingdb_ic50. (1) The drug is CCCCCOc1cccc2cc(-c3cn4nc(CC)sc4n3)oc12. The target protein (Q96RI0) has sequence MWGRLLLWPLVLGFSLSGGTQTPSVYDESGSTGGGDDSTPSILPAPRGYPGQVCANDSDTLELPDSSRALLLGWVPTRLVPALYGLVLVVGLPANGLALWVLATQAPRLPSTMLLMNLAAADLLLALALPPRIAYHLRGQRWPFGEAACRLATAALYGHMYGSVLLLAAVSLDRYLALVHPLRARALRGRRLALGLCMAAWLMAAALALPLTLQRQTFRLARSDRVLCHDALPLDAQASHWQPAFTCLALLGCFLPLLAMLLCYGATLHTLAASGRRYGHALRLTAVVLASAVAFFVPSNLLLLLHYSDPSPSAWGNLYGAYVPSLALSTLNSCVDPFIYYYVSAEFRDKVRAGLFQRSPGDTVASKASAEGGSRGMGTHSSLLQ. The pIC50 is 6.2. (2) The drug is COc1cccc(N2CCN(Cc3nc(N)nc(Nc4ccc(C)c(C)c4)n3)CC2)c1. The target protein (Q9Y5S8) has sequence MGNWVVNHWFSVLFLVVWLGLNVFLFVDAFLKYEKADKYYYTRKILGSTLACARASALCLNFNSTLILLPVCRNLLSFLRGTCSFCSRTLRKQLDHNLTFHKLVAYMICLHTAIHIIAHLFNFDCYSRSRQATDGSLASILSSLSHDEKKGGSWLNPIQSRNTTVEYVTFTSIAGLTGVIMTIALILMVTSATEFIRRSYFEVFWYTHHLFIFYILGLGIHGIGGIVRGQTEESMNESHPRKCAESFEMWDDRDSHCRRPKFEGHPPESWKWILAPVILYICERILRFYRSQQKVVITKVVMHPSKVLELQMNKRGFSMEVGQYIFVNCPSISLLEWHPFTLTSAPEEDFFSIHIRAAGDWTENLIRAFEQQYSPIPRIEVDGPFGTASEDVFQYEVAVLVGAGIGVTPFASILKSIWYKFQCADHNLKTKKIYFYWICRETGAFSWFNNLLTSLEQEMEELGKVGFLNYRLFLTGWDSNIVGHAALNFDKATDIVTGLK.... The pIC50 is 4.2. (3) The drug is Nc1nc2c(ncn2[C@H]2O[C@@H](COP(=O)(O)OP(=O)(O)O)[C@H](O)[C@@H]2O)c(=O)[nH]1. The target protein (P63000) has sequence MQAIKCVVVGDGAVGKTCLLISYTTNAFPGEYIPTVFDNYSANVMVDGKPVNLGLWDTAGQEDYDRLRPLSYPQTDVFLICFSLVSPASFENVRAKWYPEVRHHCPNTPIILVGTKLDLRDDKDTIEKLKEKKLTPITYPQGLAMAKEIGAVKYLECSALTQRGLKTVFDEAIRAVLCPPPVKKRKRKCLLL. The pIC50 is 5.6. (4) The compound is O=C(O)c1cccc(-c2nccs2)c1. The target protein sequence is MRVLALSAVFLVASIIGMPAVAKEWQENKSWNAHFTEHKSQGVVVLWNENKQQGFTNNLKRANQAFLPASTFKIPNSLIALDLGVVKDEHQVFKWDGQTRDIATWNRDHNLITAMKYSVVPVYQEFARQIGEARMSKMLHAFDYGNEDISGNVDSFWLDGGIRISATEQISFLRKLYHNKLHVSERSQRIVKQAMLTEANGDYIIRAKTGYSTRIEPKIGWWVGWVELDDNVWFFAMNMDMPTSDGLGLRQAITKEVLKQEKIIP. The pIC50 is 3.6. (5) The target protein (O60427) has sequence MAPDPVAAETAAQGPTPRYFTWDEVAQRSGCEERWLVIDRKVYNISEFTRRHPGGSRVISHYAGQDATDPFVAFHINKGLVKKYMNSLLIGELSPEQPSFEPTKNKELTDEFRELRATVERMGLMKANHVFFLLYLLHILLLDGAAWLTLWVFGTSFLPFLLCAVLLSAVQAQAGWLQHDFGHLSVFSTSKWNHLLHHFVIGHLKGAPASWWNHMHFQHHAKPNCFRKDPDINMHPFFFALGKILSVELGKQKKKYMPYNHQHKYFFLIGPPALLPLYFQWYIFYFVIQRKKWVDLAWMITFYVRFFLTYVPLLGLKAFLGLFFIVRFLESNWFVWVTQMNHIPMHIDHDRNMDWVSTQLQATCNVHKSAFNDWFSGHLNFQIEHHLFPTMPRHNYHKVAPLVQSLCAKHGIEYQSKPLLSAFADIIHSLKESGQLWLDAYLHQ. The small molecule is COc1ccc(OC)c(N2CC(c3ccc(F)cc3)OC2=O)c1. The pIC50 is 7.7. (6) The compound is O=C(Nc1ccc(Cl)cc1)c1cc(Cl)cc(Cl)c1O. The pIC50 is 4.9. The target protein sequence is MRIGAMLIPFIILGNAIIAYGYVRGCYYTNWAQYRQGEGKFLPEDIPKGLCTHILYAFAKVDQSGTSLPFEWNDEDTNWSKGMYSRVTKLKENDPEMKILLSYGGYNFGSSTFTAIRNRAEKRKHFIKSAIAFLRKNKFDGFDFDWEYPIGMAQEYAKLVNEMKVAFVEEAKKSDSEQLLLTAAVSAGKHTIDQSYNVQSLGENFDLLSLMSYDFHGSWEMNVDLHAKLHPTKGETSGTGIFNTEFAANYWLSKGMPKQKIIIGIPTYGRGWTLRDSSKTTIGAEGISPSSPSTTNPAGGTAAYWEICKYLKEGGKETIDEQGVGACMVQGSQWYGYDNEETIRMKMRWLKEKGYGGAFIWTLDFDDFKGTSCGEGPYPLLSAINHELKGEATATTRSLRTTITQSSTIGSTKFETTTTASEITKNNKIKTTTIAVEPTGESSDIKCPESFGLFRHPNDCHLFIHCAHDHPYVKLCPPNTFFNDKIKVCDHFGECDE. (7) The target protein sequence is MTMTLHTKASGMALLHQIQGNELEPLNRPQLKIPLERPLGEVYLDSSKPAVYNYPEGAAYEFNAAAAANAQVYGQTGLPYGPGSEAAAFGSNGLGGFPPLNSVSPSPLMLLHPPPQLSPFLQPHGQQVPYYLENEPSGYTVREAGPPAFYRPNSDNRRQGGRERLASTNDKGSMAMESAKETRYCAVCNDYASGYHYGVWSCEGCKAFFKRSIQGHNDYMCPATNQCTIDKNRRKSCQACRLRKCYEVGMMKGGIRKDRRGGRMLKHKRQRDDGEGRGEVGSAGDMRAANLWPSPLMIKRSKKNSLALSLTADQMVSALLDAEPPILYSEYDPTRPFSEASMMGLLTNLADRELVHMINWAKRVPGFVDLTLHDQVHLLECAWLEILMIGLVWRSMEHPGKLLFAPNLLLDRNQGKCVEGMVEIFDMLLATSSRFRMMNLQGEEFVCLKSIILLNSGVYTFLSSTLKSLEEKDHIHRVLDKITDTLIHLMAKAGLTLQQQ.... The pIC50 is 6.6. The compound is CCOc1ccc(C2=C(c3ccc(O[C@H]4CCN(CCCF)C4)cc3)c3ccc(O)cc3CCC2)c(C)c1C.